From a dataset of Buchwald-Hartwig C-N cross coupling reaction yields with 55,370 reactions. Predict the reaction yield, written as a fraction of the theoretical maximum amount of product (1.0 means a 100% yield; for example, 0.34 means a 34% yield). (1) The reactants are Ic1cccnc1.Cc1ccc(N)cc1.O=S(=O)(O[Pd]1c2ccccc2-c2ccccc2N~1)C(F)(F)F.COc1ccc(OC)c(P(C(C)(C)C)C(C)(C)C)c1-c1c(C(C)C)cc(C(C)C)cc1C(C)C.CN1CCCN2CCCN=C12.c1ccc2oncc2c1. No catalyst specified. The product is Cc1ccc(Nc2cccnc2)cc1. The yield is 0.834. (2) The reactants are COc1ccc(Br)cc1.Cc1ccc(N)cc1.O=S(=O)(O[Pd]1c2ccccc2-c2ccccc2N~1)C(F)(F)F.CC(C)c1cc(C(C)C)c(-c2ccccc2P(C(C)(C)C)C(C)(C)C)c(C(C)C)c1.CCN=P(N=P(N(C)C)(N(C)C)N(C)C)(N(C)C)N(C)C.Cc1cc(-c2ccccc2)on1. No catalyst specified. The product is COc1ccc(Nc2ccc(C)cc2)cc1. The yield is 0.460. (3) The product is Cc1ccc(Nc2ccc(C(F)(F)F)cc2)cc1. The reactants are FC(F)(F)c1ccc(Br)cc1.Cc1ccc(N)cc1.O=S(=O)(O[Pd]1c2ccccc2-c2ccccc2N~1)C(F)(F)F.CC(C)c1cc(C(C)C)c(-c2ccccc2P(C(C)(C)C)C(C)(C)C)c(C(C)C)c1.CN1CCCN2CCCN=C12.Cc1cc(-c2ccccc2)on1. The yield is 0.406. No catalyst specified. (4) The reactants are CCc1ccc(I)cc1.Cc1ccc(N)cc1.O=S(=O)(O[Pd]1c2ccccc2-c2ccccc2N~1)C(F)(F)F.CC(C)c1cc(C(C)C)c(-c2ccccc2P(C(C)(C)C)C(C)(C)C)c(C(C)C)c1.CN(C)C(=NC(C)(C)C)N(C)C.CCOC(=O)c1cnoc1. No catalyst specified. The product is CCc1ccc(Nc2ccc(C)cc2)cc1. The yield is 0.0636. (5) The reactants are Clc1ccccn1.Cc1ccc(N)cc1.O=S(=O)(O[Pd]1c2ccccc2-c2ccccc2N~1)C(F)(F)F.COc1ccc(OC)c(P([C@]23C[C@H]4C[C@H](C[C@H](C4)C2)C3)[C@]23C[C@H]4C[C@H](C[C@H](C4)C2)C3)c1-c1c(C(C)C)cc(C(C)C)cc1C(C)C.CN(C)C(=NC(C)(C)C)N(C)C.COC(=O)c1cc(-c2ccco2)on1. No catalyst specified. The product is Cc1ccc(Nc2ccccn2)cc1. The yield is 0.268.